This data is from Reaction yield outcomes from USPTO patents with 853,638 reactions. The task is: Predict the reaction yield, written as a fraction of the theoretical maximum amount of product (1.0 means a 100% yield; for example, 0.34 means a 34% yield). The reactants are C([CH:3]([C:7](Cl)=[O:8])[C:4](Cl)=[O:5])C.[NH2:10][C:11]1[CH:16]=[CH:15][CH:14]=[CH:13][CH:12]=1.C(N([CH2:22][CH3:23])CC)C.ClCCl.[OH2:27]. No catalyst specified. The product is [CH2:22]([O:27][C:7](=[O:8])[CH2:3][C:4](=[O:5])[NH:10][C:11]1[CH:16]=[CH:15][CH:14]=[CH:13][CH:12]=1)[CH3:23]. The yield is 0.940.